From a dataset of Retrosynthesis with 50K atom-mapped reactions and 10 reaction types from USPTO. Predict the reactants needed to synthesize the given product. (1) Given the product N#Cc1ccc(NC2CCC(O)CC2)cc1C(F)(F)F, predict the reactants needed to synthesize it. The reactants are: N#Cc1ccc(F)cc1C(F)(F)F.N[C@H]1CC[C@H](O)CC1. (2) Given the product Cc1cc(C=NO)cc(Oc2nc(Cl)nc(Cl)c2C(C)C)c1, predict the reactants needed to synthesize it. The reactants are: Cc1cc(C=O)cc(Oc2nc(Cl)nc(Cl)c2C(C)C)c1.NO. (3) Given the product CCCCCCCCCCCCCCCCCC(=O)OCC(COC(=O)[C@@H](NC(=O)OCc1ccccc1)C(C)C)CC(=O)OC[C@H]1O[C@@H](n2cnc3c(=O)[nH]c(N)nc32)C[C@@H]1F, predict the reactants needed to synthesize it. The reactants are: CCCCCCCCCCCCCCCCCC(=O)OCC(COC(=O)[C@@H](NC(=O)OCc1ccccc1)C(C)C)CC(=O)O.Nc1nc2c(ncn2[C@H]2C[C@H](F)[C@@H](CO)O2)c(=O)[nH]1. (4) Given the product COC(=O)c1cc2ccc(-c3ccc(C(F)(F)F)nc3)cc2s1, predict the reactants needed to synthesize it. The reactants are: COC(=O)c1cc2ccc(Br)cc2s1.OB(O)c1ccc(C(F)(F)F)nc1. (5) Given the product COc1cc(N2CCOCC2)ccc1-c1nnc(-c2c(-c3ccccc3)noc2C)o1, predict the reactants needed to synthesize it. The reactants are: C1COCCN1.COc1cc(F)ccc1-c1nnc(-c2c(-c3ccccc3)noc2C)o1. (6) The reactants are: CS(=O)(=O)Nc1cc([C@@H](O)CN)ccc1O.O=C1CCN(c2ccc(NS(=O)(=O)c3cccnc3)cc2)CC1. Given the product CS(=O)(=O)Nc1cc([C@@H](O)CNC2CCN(c3ccc(NS(=O)(=O)c4cccnc4)cc3)CC2)ccc1O, predict the reactants needed to synthesize it. (7) The reactants are: O=C(CBr)Nc1ccc(-c2nc3cc(Cl)ccc3o2)cc1.Oc1cccc(F)c1. Given the product O=C(COc1cccc(F)c1)Nc1ccc(-c2nc3cc(Cl)ccc3o2)cc1, predict the reactants needed to synthesize it.